From a dataset of Full USPTO retrosynthesis dataset with 1.9M reactions from patents (1976-2016). Predict the reactants needed to synthesize the given product. (1) Given the product [F:19][C:16]([F:17])([F:18])[C:13]1[N:11]2[N:12]=[C:7]([N:1]3[CH2:2][CH2:3][N:4]([CH2:30][C:23]4[C:24]5[C:29](=[CH:28][CH:27]=[CH:26][CH:25]=5)[N:20]=[CH:21][CH:22]=4)[CH2:5][CH2:6]3)[CH:8]=[CH:9][C:10]2=[N:15][N:14]=1, predict the reactants needed to synthesize it. The reactants are: [N:1]1([C:7]2[CH:8]=[CH:9][C:10]3[N:11]([C:13]([C:16]([F:19])([F:18])[F:17])=[N:14][N:15]=3)[N:12]=2)[CH2:6][CH2:5][NH:4][CH2:3][CH2:2]1.[N:20]1[C:29]2[C:24](=[CH:25][CH:26]=[CH:27][CH:28]=2)[C:23]([CH:30]=O)=[CH:22][CH:21]=1. (2) The reactants are: CS(O[CH:6]1[CH2:11][CH2:10][N:9]([C:12]([O:14][C:15]([CH3:18])([CH3:17])[CH3:16])=[O:13])[CH2:8][CH2:7]1)(=O)=O.C[S:20]([C:23]1N=[C:30]([C:32]([F:35])([F:34])[F:33])[CH:29]=[CH:28][C:24]=1C(O)=O)(=O)=O.[C:36]([O-])([O-])=O.[K+].[K+]. Given the product [F:35][C:32]([F:33])([F:34])[C:30]1[CH:36]=[C:23]([S:20][CH:6]2[CH2:7][CH2:8][N:9]([C:12]([O:14][C:15]([CH3:16])([CH3:17])[CH3:18])=[O:13])[CH2:10][CH2:11]2)[CH:24]=[CH:28][CH:29]=1, predict the reactants needed to synthesize it. (3) Given the product [CH2:1]([O:4][C:5]1[CH:14]=[CH:13][C:12]([O:15][CH3:16])=[CH:11][C:6]=1[CH2:7][OH:8])[CH:2]=[CH2:3], predict the reactants needed to synthesize it. The reactants are: [CH2:1]([O:4][C:5]1[CH:14]=[CH:13][C:12]([O:15][CH3:16])=[CH:11][C:6]=1[C:7](OC)=[O:8])[CH:2]=[CH2:3].[H-].[Al+3].[Li+].[H-].[H-].[H-].CCOC(C)=O.[Cl-].[NH4+]. (4) Given the product [CH3:1][C:2]1[CH:3]=[CH:4][C:5]([C:21]([NH:23][C:24]2[CH:25]=[C:26]([C:36]([F:38])([F:39])[F:37])[CH:27]=[C:28]([N:30]3[CH:34]=[N:33][C:32]([CH3:35])=[CH:31]3)[CH:29]=2)=[O:22])=[CH:6][C:7]=1[NH:8][C:9]1[N:10]=[CH:11][CH:12]=[C:13]([C:15]2[CH:16]=[CH:17][CH:18]=[N:19][CH:20]=2)[N:14]=1.[C:40]([O-:48])(=[O:47])[C@H:41]([CH2:43][C:44]([O-:46])=[O:45])[OH:42], predict the reactants needed to synthesize it. The reactants are: [CH3:1][C:2]1[CH:3]=[CH:4][C:5]([C:21]([NH:23][C:24]2[CH:25]=[C:26]([C:36]([F:39])([F:38])[F:37])[CH:27]=[C:28]([N:30]3[CH:34]=[N:33][C:32]([CH3:35])=[CH:31]3)[CH:29]=2)=[O:22])=[CH:6][C:7]=1[NH:8][C:9]1[N:10]=[CH:11][CH:12]=[C:13]([C:15]2[CH:16]=[CH:17][CH:18]=[N:19][CH:20]=2)[N:14]=1.[C:40]([OH:48])(=[O:47])[C@H:41]([CH2:43][C:44]([OH:46])=[O:45])[OH:42]. (5) The reactants are: [NH:1]1[CH2:6][CH2:5][O:4][CH2:3][CH2:2]1.C(=O)([O-])[O-].[K+].[K+].[CH2:13](Br)[C:14]#[CH:15]. Given the product [CH2:15]([N:1]1[CH2:6][CH2:5][O:4][CH2:3][CH2:2]1)[C:14]#[CH:13], predict the reactants needed to synthesize it. (6) Given the product [C:22]([C:9]1[CH:10]=[N:11][C:12]2[C:17]([C:8]=1[C:4]1[CH:3]=[C:2]([NH:1][C:38](=[O:39])[CH2:37][C:32]3[CH:33]=[CH:34][CH:35]=[CH:36][C:31]=3[F:30])[CH:7]=[CH:6][CH:5]=1)=[CH:16][CH:15]=[CH:14][C:13]=2[C:18]([F:21])([F:19])[F:20])(=[O:23])[C:24]1[CH:25]=[CH:26][CH:27]=[CH:28][CH:29]=1, predict the reactants needed to synthesize it. The reactants are: [NH2:1][C:2]1[CH:3]=[C:4]([C:8]2[C:17]3[C:12](=[C:13]([C:18]([F:21])([F:20])[F:19])[CH:14]=[CH:15][CH:16]=3)[N:11]=[CH:10][C:9]=2[C:22]([C:24]2[CH:29]=[CH:28][CH:27]=[CH:26][CH:25]=2)=[O:23])[CH:5]=[CH:6][CH:7]=1.[F:30][C:31]1[CH:36]=[CH:35][CH:34]=[CH:33][C:32]=1[CH2:37][C:38](Cl)=[O:39].